From a dataset of Full USPTO retrosynthesis dataset with 1.9M reactions from patents (1976-2016). Predict the reactants needed to synthesize the given product. (1) Given the product [O:85]1[CH2:84][CH2:83][N:82]([C:79]2[CH:78]=[CH:77][C:76]([C:74]([C:73]3[CH:88]=[CH:89][C:70]([NH:53][C:54]4[N:59]=[C:58]([C:60]5[N:64]6[CH:65]=[CH:66][CH:67]=[CH:68][C:63]6=[N:62][CH:61]=5)[CH:57]=[CH:56][N:55]=4)=[CH:71][CH:72]=3)=[O:75])=[CH:81][CH:80]=2)[CH2:87][CH2:86]1, predict the reactants needed to synthesize it. The reactants are: CC(C)([O-])C.[Na+].C1C=CC(P(C2C=CC3C(=CC=CC=3)C=2C2C3C(=CC=CC=3)C=CC=2P(C2C=CC=CC=2)C2C=CC=CC=2)C2C=CC=CC=2)=CC=1.[NH2:53][C:54]1[N:59]=[C:58]([C:60]2[N:64]3[CH:65]=[CH:66][CH:67]=[CH:68][C:63]3=[N:62][CH:61]=2)[CH:57]=[CH:56][N:55]=1.Br[C:70]1[CH:89]=[CH:88][C:73]([C:74]([C:76]2[CH:81]=[CH:80][C:79]([N:82]3[CH2:87][CH2:86][O:85][CH2:84][CH2:83]3)=[CH:78][CH:77]=2)=[O:75])=[CH:72][CH:71]=1. (2) Given the product [F:1][C:2]1[CH:3]=[C:4]([CH2:5][CH2:6][NH:7][C:12]2[S:11][CH2:17][C:15](=[O:16])[N:14]=2)[CH:8]=[CH:9][CH:10]=1, predict the reactants needed to synthesize it. The reactants are: [F:1][C:2]1[CH:3]=[C:4]([CH:8]=[CH:9][CH:10]=1)[CH2:5][CH2:6][NH2:7].[S:11]1[CH2:17][C:15](=[O:16])[NH:14][C:12]1=S.CCN(C(C)C)C(C)C. (3) Given the product [CH2:18]([N:25]1[CH2:26][CH:27]=[C:28]([C:17]2[C:16]3[C:11](=[CH:12][CH:13]=[CH:14][CH:15]=3)[NH:10][C:9]=2[C:8]2[C:3]([O:2][CH3:1])=[N:4][CH:5]=[CH:6][CH:7]=2)[CH2:29][CH2:30]1)[C:19]1[CH:24]=[CH:23][CH:22]=[CH:21][CH:20]=1, predict the reactants needed to synthesize it. The reactants are: [CH3:1][O:2][C:3]1[C:8]([C:9]2[NH:10][C:11]3[C:16]([CH:17]=2)=[CH:15][CH:14]=[CH:13][CH:12]=3)=[CH:7][CH:6]=[CH:5][N:4]=1.[CH2:18]([N:25]1[CH2:30][CH2:29][C:28](=O)[CH2:27][CH2:26]1)[C:19]1[CH:24]=[CH:23][CH:22]=[CH:21][CH:20]=1.OP(O)(O)=O. (4) Given the product [CH3:33][C:31]([CH3:34])([CH3:32])[C:30]#[C:29][C:9]1[S:8][C:7]([C:5]([O-:4])=[O:6])=[C:11]([N:12]([CH:22]2[CH2:27][CH2:26][CH:25]([O:28][C:36]3[CH:37]=[CH:38][C:39]4[N:40]([CH:42]=[CH:43][N:44]=4)[N:41]=3)[CH2:24][CH2:23]2)[C:13]([CH:15]2[CH2:20][CH2:19][CH:18]([CH3:21])[CH2:17][CH2:16]2)=[O:14])[CH:10]=1.[Na+:2], predict the reactants needed to synthesize it. The reactants are: [H-].[Na+:2].C[O:4][C:5]([C:7]1[S:8][C:9]([C:29]#[C:30][C:31]([CH3:34])([CH3:33])[CH3:32])=[CH:10][C:11]=1[N:12]([CH:22]1[CH2:27][CH2:26][CH:25]([OH:28])[CH2:24][CH2:23]1)[C:13]([CH:15]1[CH2:20][CH2:19][CH:18]([CH3:21])[CH2:17][CH2:16]1)=[O:14])=[O:6].Cl[C:36]1[CH:37]=[CH:38][C:39]2[N:40]([CH:42]=[CH:43][N:44]=2)[N:41]=1.[OH-].[Na+].